The task is: Predict the reaction yield, written as a fraction of the theoretical maximum amount of product (1.0 means a 100% yield; for example, 0.34 means a 34% yield).. This data is from Reaction yield outcomes from USPTO patents with 853,638 reactions. (1) No catalyst specified. The reactants are C([O:4][C@H:5]([CH3:30])[CH2:6][CH2:7][CH2:8][CH2:9][N:10]1[C:19](=[O:20])[C:18]2[N:17](COCC)[C:16]([NH:25][CH2:26][CH2:27]O)=[N:15][C:14]=2[N:13]([CH3:29])[C:11]1=[O:12])(=O)C.S(Cl)([Cl:33])=O. The product is [OH:4][C@H:5]([CH3:30])[CH2:6][CH2:7][CH2:8][CH2:9][N:10]1[C:19](=[O:20])[C:18]2[NH:17][C:16]([NH:25][CH2:26][CH2:27][Cl:33])=[N:15][C:14]=2[N:13]([CH3:29])[C:11]1=[O:12]. The yield is 0.690. (2) The reactants are Cl.Cl.[NH:3]1[CH2:8][CH2:7][CH:6]([N:9]2[CH2:13][CH2:12][N:11]([CH2:14][CH2:15][CH2:16][N:17]3[CH2:22][CH2:21][CH2:20][CH2:19][CH2:18]3)[C:10]2=[C:23]([C:26]#[N:27])[C:24]#[N:25])[CH2:5][CH2:4]1.FC(F)(F)S(O[CH2:34][C:35]([F:38])([F:37])[F:36])(=O)=O.C(=O)([O-])[O-].[K+].[K+].O. The catalyst is CN(C=O)C. The product is [N:17]1([CH2:16][CH2:15][CH2:14][N:11]2[CH2:12][CH2:13][N:9]([CH:6]3[CH2:7][CH2:8][N:3]([CH2:34][C:35]([F:38])([F:37])[F:36])[CH2:4][CH2:5]3)[C:10]2=[C:23]([C:24]#[N:25])[C:26]#[N:27])[CH2:22][CH2:21][CH2:20][CH2:19][CH2:18]1. The yield is 0.501. (3) The reactants are Br[C:2]1[N:7]=[C:6]2[N:8]([CH:12]([CH2:15][CH3:16])[CH2:13][CH3:14])[C:9]([OH:11])=[N:10][C:5]2=[N:4][CH:3]=1.CN1C[CH2:21][CH2:20][C:19]1=O.C(N(CC)CC)C.C([Sn](CCCC)(CCCC)/C=C/C)CCC. The catalyst is CCOC(C)=O.C1C=CC([P]([Pd]([P](C2C=CC=CC=2)(C2C=CC=CC=2)C2C=CC=CC=2)([P](C2C=CC=CC=2)(C2C=CC=CC=2)C2C=CC=CC=2)[P](C2C=CC=CC=2)(C2C=CC=CC=2)C2C=CC=CC=2)(C2C=CC=CC=2)C2C=CC=CC=2)=CC=1. The product is [CH3:14][CH2:13][CH:12]([N:8]1[C:6]2=[N:7][C:2](/[CH:19]=[CH:20]/[CH3:21])=[CH:3][N:4]=[C:5]2[N:10]=[C:9]1[OH:11])[CH2:15][CH3:16]. The yield is 0.150.